From a dataset of Full USPTO retrosynthesis dataset with 1.9M reactions from patents (1976-2016). Predict the reactants needed to synthesize the given product. (1) Given the product [CH2:49]([O:51][C:52](=[O:61])[C:53]([C:54]1[N:55]=[C:56]([NH:59][C:40](=[O:42])[CH:39]([C:31]2[CH:32]=[CH:33][C:34]([S:35]([CH3:38])(=[O:36])=[O:37])=[C:29]([Cl:28])[CH:30]=2)[CH2:43][CH:44]2[CH2:48][CH2:47][CH2:46][CH2:45]2)[S:57][CH:58]=1)=[O:60])[CH3:50], predict the reactants needed to synthesize it. The reactants are: C1(P(C2C=CC=CC=2)C2C=CC=CC=2)C=CC=CC=1.BrN1C(=O)CCC1=O.[Cl:28][C:29]1[CH:30]=[C:31]([CH:39]([CH2:43][CH:44]2[CH2:48][CH2:47][CH2:46][CH2:45]2)[C:40]([OH:42])=O)[CH:32]=[CH:33][C:34]=1[S:35]([CH3:38])(=[O:37])=[O:36].[CH2:49]([O:51][C:52](=[O:61])[C:53](=[O:60])[C:54]1[N:55]=[C:56]([NH2:59])[S:57][CH:58]=1)[CH3:50].N1C=CC=CC=1. (2) Given the product [CH3:11][C:8]1[CH:9]=[C:10]2[C:5](=[CH:6][C:7]=1[N+:12]([O-:14])=[O:13])[N:4]([C:15]([C:28]1[CH:33]=[CH:32][CH:31]=[CH:30][CH:29]=1)([C:16]1[CH:21]=[CH:20][CH:19]=[CH:18][CH:17]=1)[C:22]1[CH:27]=[CH:26][CH:25]=[CH:24][CH:23]=1)[N:3]=[C:2]2[C:37]1[CH:38]=[CH:39][N:34]=[CH:35][CH:36]=1, predict the reactants needed to synthesize it. The reactants are: Br[C:2]1[C:10]2[C:5](=[CH:6][C:7]([N+:12]([O-:14])=[O:13])=[C:8]([CH3:11])[CH:9]=2)[N:4]([C:15]([C:28]2[CH:33]=[CH:32][CH:31]=[CH:30][CH:29]=2)([C:22]2[CH:27]=[CH:26][CH:25]=[CH:24][CH:23]=2)[C:16]2[CH:21]=[CH:20][CH:19]=[CH:18][CH:17]=2)[N:3]=1.[N:34]1[CH:39]=[CH:38][C:37](B(O)O)=[CH:36][CH:35]=1.O1CCOCC1.C([O-])([O-])=O.[K+].[K+]. (3) Given the product [CH:6]([N:19]1[CH2:22][C:21]([CH:1]([CH3:3])[CH3:2])([OH:23])[CH2:20]1)([C:13]1[CH:18]=[CH:17][CH:16]=[CH:15][CH:14]=1)[C:7]1[CH:8]=[CH:9][CH:10]=[CH:11][CH:12]=1, predict the reactants needed to synthesize it. The reactants are: [CH:1]([Mg]Br)([CH3:3])[CH3:2].[CH:6]([N:19]1[CH2:22][C:21](=[O:23])[CH2:20]1)([C:13]1[CH:18]=[CH:17][CH:16]=[CH:15][CH:14]=1)[C:7]1[CH:12]=[CH:11][CH:10]=[CH:9][CH:8]=1.C([O-])(O)=O.[Na+].